Task: Predict the reactants needed to synthesize the given product.. Dataset: Full USPTO retrosynthesis dataset with 1.9M reactions from patents (1976-2016) (1) Given the product [CH3:1][O:2][C:3](=[O:50])[CH2:4][N:5]([CH2:6][CH2:7][CH2:8][CH3:9])[C:10]1[CH:11]=[CH:12][C:13]([S:16]([N:19]2[CH2:22][CH:21]([NH:23][CH2:24][CH:25]([OH:42])[CH2:26][O:27][C:28]3[CH:29]=[CH:30][C:31]([OH:34])=[CH:32][CH:33]=3)[CH2:20]2)(=[O:18])=[O:17])=[CH:14][CH:15]=1, predict the reactants needed to synthesize it. The reactants are: [CH3:1][O:2][C:3](=[O:50])[CH2:4][N:5]([C:10]1[CH:15]=[CH:14][C:13]([S:16]([N:19]2[CH2:22][CH:21]([N:23](CC3C=CC=CC=3)[CH2:24][CH:25]([OH:42])[CH2:26][O:27][C:28]3[CH:33]=[CH:32][C:31]([O:34]CC4C=CC=CC=4)=[CH:30][CH:29]=3)[CH2:20]2)(=[O:18])=[O:17])=[CH:12][CH:11]=1)[CH2:6][CH2:7][CH2:8][CH3:9].C([O-])=O.[NH4+]. (2) Given the product [CH2:21]([C:20]([C:17]1[CH:16]=[CH:15][C:14]([C:9]2[CH:10]=[C:11]([F:13])[CH:12]=[C:7]([CH2:6][C:5]([OH:40])=[O:4])[CH:8]=2)=[CH:19][CH:18]=1)([C:23]1[CH:28]=[CH:27][C:26](/[CH:29]=[CH:30]/[C:31]([CH2:32][CH3:33])([OH:34])[CH2:35][CH3:36])=[C:25]([CH3:37])[CH:24]=1)[CH2:38][CH3:39])[CH3:22], predict the reactants needed to synthesize it. The reactants are: [OH-].[Na+].C[O:4][C:5](=[O:40])[CH2:6][C:7]1[CH:8]=[C:9]([C:14]2[CH:19]=[CH:18][C:17]([C:20]([CH2:38][CH3:39])([C:23]3[CH:28]=[CH:27][C:26](/[CH:29]=[CH:30]/[C:31]([CH2:35][CH3:36])([OH:34])[CH2:32][CH3:33])=[C:25]([CH3:37])[CH:24]=3)[CH2:21][CH3:22])=[CH:16][CH:15]=2)[CH:10]=[C:11]([F:13])[CH:12]=1.[Cl-].[NH4+].